Dataset: Catalyst prediction with 721,799 reactions and 888 catalyst types from USPTO. Task: Predict which catalyst facilitates the given reaction. (1) Reactant: [Br:1][C:2]1[CH:8]=[C:7]([CH3:9])[C:5]([NH2:6])=[C:4]([CH3:10])[CH:3]=1.Cl[C:12]([O:14][CH2:15][CH3:16])=[O:13].C(=O)([O-])[O-].[K+].[K+]. Product: [CH2:15]([O:14][C:12](=[O:13])[NH:6][C:5]1[C:7]([CH3:9])=[CH:8][C:2]([Br:1])=[CH:3][C:4]=1[CH3:10])[CH3:16]. The catalyst class is: 7. (2) Reactant: Cl.Cl.[NH2:3][CH2:4][C:5]1[CH:6]=[CH:7][C:8]([Cl:19])=[C:9]([CH:18]=1)[C:10]([NH:12][C:13]1[NH:14][CH:15]=[CH:16][N:17]=1)=[O:11].C(N(CC)CC)C.[C:27](Cl)(=[O:31])[CH:28]([CH3:30])[CH3:29]. Product: [Cl:19][C:8]1[CH:7]=[CH:6][C:5]([CH2:4][NH:3][C:27](=[O:31])[CH:28]([CH3:30])[CH3:29])=[CH:18][C:9]=1[C:10]([NH:12][C:13]1[NH:14][CH:15]=[CH:16][N:17]=1)=[O:11]. The catalyst class is: 1. (3) Reactant: [CH3:1][C:2]([NH:4][C:5]1[CH:10]=[CH:9][C:8]([Br:11])=[CH:7][CH:6]=1)=[O:3].[H-].[Na+].I[CH3:15]. Product: [Br:11][C:8]1[CH:9]=[CH:10][C:5]([N:4]([CH3:15])[C:2](=[O:3])[CH3:1])=[CH:6][CH:7]=1. The catalyst class is: 3. (4) Reactant: [CH2:1]=[CH:2][C:3]1[CH:8]=[CH:7][CH:6]=[CH:5][CH:4]=1.[C:9]([O:13][CH2:14][CH2:15][CH2:16][CH3:17])(=[O:12])[CH:10]=[CH2:11].C(O)(=O)C=C.S(OOS([O-])(=O)=O)([O-])(=O)=O.[NH4+].[NH4+]. Product: [CH2:1]=[CH:2][C:3]1[CH:8]=[CH:7][CH:6]=[CH:5][CH:4]=1.[CH3:5][CH2:6][CH2:7][CH2:8][CH:3]([CH2:4][O:13][C:9]([CH:10]=[CH2:11])=[O:12])[CH2:2][CH3:1].[CH3:17][CH2:16][CH2:15][CH2:14][O:13][C:9]([CH:10]=[CH2:11])=[O:12]. The catalyst class is: 6. (5) Reactant: [Cl:1][C:2]1[CH:20]=[CH:19][C:5]([NH:6][C:7](=[O:18])[C:8]2[CH:13]=[CH:12][CH:11]=[C:10]([OH:14])[C:9]=2[N+:15]([O-])=O)=[CH:4][CH:3]=1.O.[Cl-].[NH4+:23]. Product: [NH3:6].[Cl:1][C:2]1[CH:20]=[CH:19][C:5]([NH:6][C:7](=[O:18])[C:8]2[CH:13]=[CH:12][CH:11]=[C:10]([OH:14])[C:9]=2[NH:15][CH2:7][CH:8]2[CH2:13][CH2:12][N:23]([CH:2]([CH3:20])[CH3:3])[CH2:10][CH2:9]2)=[CH:4][CH:3]=1. The catalyst class is: 5. (6) Reactant: [NH2:1][NH2:2].[CH3:3][N:4]1[CH2:9][CH2:8][N:7]([S:10]([C:13]2[CH:14]=[N:15][CH:16]=[C:17]([CH:22]=2)[C:18](OC)=[O:19])(=[O:12])=[O:11])[CH2:6][CH2:5]1. Product: [CH3:3][N:4]1[CH2:9][CH2:8][N:7]([S:10]([C:13]2[CH:14]=[N:15][CH:16]=[C:17]([CH:22]=2)[C:18]([NH:1][NH2:2])=[O:19])(=[O:12])=[O:11])[CH2:6][CH2:5]1. The catalyst class is: 5. (7) Reactant: [CH3:1][O:2][C:3]([C:5]1[CH:14]=[CH:13][C:12]2[C:7](=[CH:8][CH:9]=[C:10]([O:15]C)[CH:11]=2)[CH:6]=1)=[O:4].[Cl-].[Cl-].[Cl-].[Al+3].C(S)C.O. Product: [CH3:1][O:2][C:3]([C:5]1[CH:14]=[CH:13][C:12]2[C:7](=[CH:8][CH:9]=[C:10]([OH:15])[CH:11]=2)[CH:6]=1)=[O:4]. The catalyst class is: 4. (8) Reactant: C1(C[N:8]2[CH2:13][CH2:12][CH:11]([N:14]([CH2:28][CH3:29])[C:15](=[O:27])[CH2:16][C:17]3[CH:22]=[CH:21][C:20]([S:23]([CH3:26])(=[O:25])=[O:24])=[CH:19][CH:18]=3)[CH2:10][CH2:9]2)C=CC=CC=1.C([O-])=O.[NH4+]. Product: [NH:8]1[CH2:13][CH2:12][CH:11]([N:14]([CH2:28][CH3:29])[C:15](=[O:27])[CH2:16][C:17]2[CH:22]=[CH:21][C:20]([S:23]([CH3:26])(=[O:24])=[O:25])=[CH:19][CH:18]=2)[CH2:10][CH2:9]1. The catalyst class is: 8. (9) Reactant: [NH2:1][C:2]([CH3:35])([CH3:34])[C:3]([N:5]1[CH2:10][CH2:9][CH:8]([C:11]2[CH:16]=[C:15]([CH3:17])[C:14]([NH:18][C:19]3[N:24]=[C:23]([NH:25][C:26]4[CH:30]=[C:29]([CH3:31])[NH:28][N:27]=4)[C:22]([Cl:32])=[CH:21][N:20]=3)=[CH:13][C:12]=2[CH3:33])[CH2:7][CH2:6]1)=[O:4].C([O-])([O-])=O.[K+].[K+].[CH2:42](I)[CH3:43].[NH4+].[Cl-]. Product: [Cl:32][C:22]1[C:23]([NH:25][C:26]2[CH:30]=[C:29]([CH3:31])[NH:28][N:27]=2)=[N:24][C:19]([NH:18][C:14]2[C:15]([CH3:17])=[CH:16][C:11]([CH:8]3[CH2:7][CH2:6][N:5]([C:3](=[O:4])[C:2]([NH:1][CH2:42][CH3:43])([CH3:35])[CH3:34])[CH2:10][CH2:9]3)=[C:12]([CH3:33])[CH:13]=2)=[N:20][CH:21]=1. The catalyst class is: 21. (10) Reactant: [OH:1][N:2]=[C:3]([NH2:26])[CH2:4][N:5]1[C:13]2[C:8](=[CH:9][CH:10]=[CH:11][CH:12]=2)[C:7]2([C:17]3=[CH:18][C:19]4[O:23][CH2:22][O:21][C:20]=4[CH:24]=[C:16]3[O:15][CH2:14]2)[C:6]1=[O:25].C(N(C(C)C)CC)(C)C.[F:36][C:37]([F:48])([F:47])[C:38](O[C:38](=O)[C:37]([F:48])([F:47])[F:36])=O. Product: [F:36][C:37]([F:48])([F:47])[C:38]1[O:1][N:2]=[C:3]([CH2:4][N:5]2[C:13]3[C:8](=[CH:9][CH:10]=[CH:11][CH:12]=3)[C:7]3([C:17]4=[CH:18][C:19]5[O:23][CH2:22][O:21][C:20]=5[CH:24]=[C:16]4[O:15][CH2:14]3)[C:6]2=[O:25])[N:26]=1. The catalyst class is: 4.